Task: Predict the reaction yield, written as a fraction of the theoretical maximum amount of product (1.0 means a 100% yield; for example, 0.34 means a 34% yield).. Dataset: Reaction yield outcomes from USPTO patents with 853,638 reactions (1) The reactants are [C:1]([O:5][C:6]([N:8]1[CH2:16][CH2:15][N:14]2[C@@H:10]([CH2:11][O:12]S2(=O)=O)[CH2:9]1)=[O:7])([CH3:4])([CH3:3])[CH3:2].[F:19][C:20]1[CH:25]=[CH:24][C:23](O)=[CH:22][CH:21]=1. No catalyst specified. The product is [C:1]([O:5][C:6]([N:8]1[CH2:16][CH2:15][NH:14][C@@H:10]([CH2:11][O:12][C:23]2[CH:24]=[CH:25][C:20]([F:19])=[CH:21][CH:22]=2)[CH2:9]1)=[O:7])([CH3:4])([CH3:3])[CH3:2]. The yield is 0.220. (2) The reactants are [Cl-].O[NH3+:3].[C:4](=[O:7])([O-])[OH:5].[Na+].CS(C)=O.[C:13]([C:17]1[CH:22]=[CH:21][C:20]([N:23]2[C:28](=[O:29])[C:27]([CH2:30][C:31]3[CH:36]=[CH:35][C:34]([C:37]4[C:38]([C:43]#[N:44])=[CH:39][CH:40]=[CH:41][CH:42]=4)=[CH:33][CH:32]=3)=[C:26]([CH2:45][CH2:46][CH3:47])[N:25]=[C:24]2[CH3:48])=[CH:19][CH:18]=1)([CH3:16])([CH3:15])[CH3:14]. The catalyst is O.C(OCC)(=O)C. The product is [C:13]([C:17]1[CH:18]=[CH:19][C:20]([N:23]2[C:28](=[O:29])[C:27]([CH2:30][C:31]3[CH:32]=[CH:33][C:34]([C:37]4[CH:42]=[CH:41][CH:40]=[CH:39][C:38]=4[C:43]4[NH:3][C:4](=[O:7])[O:5][N:44]=4)=[CH:35][CH:36]=3)=[C:26]([CH2:45][CH2:46][CH3:47])[N:25]=[C:24]2[CH3:48])=[CH:21][CH:22]=1)([CH3:16])([CH3:15])[CH3:14]. The yield is 0.720. (3) The reactants are Br[C:2]1[S:3][C:4]([NH:30]C(=O)OC(C)(C)C)=[C:5]([C:7](=[O:29])[NH:8][C:9]2[CH:10]=[N:11][N:12]([CH3:28])[C:13]=2[N:14]2[CH2:20][CH2:19][CH2:18][C@@H:17]([NH:21]C(=O)C(F)(F)F)[CH2:16][CH2:15]2)[N:6]=1.[C:38]1(B(O)O)[CH2:43][CH2:42][CH2:41][CH2:40][CH:39]=1. No catalyst specified. The product is [NH2:30][C:4]1[S:3][C:2]([C:38]2[CH2:43][CH2:42][CH2:41][CH2:40][CH:39]=2)=[N:6][C:5]=1[C:7]([NH:8][C:9]1[CH:10]=[N:11][N:12]([CH3:28])[C:13]=1[N:14]1[CH2:20][CH2:19][CH2:18][C@@H:17]([NH2:21])[CH2:16][CH2:15]1)=[O:29]. The yield is 0.330.